From a dataset of Full USPTO retrosynthesis dataset with 1.9M reactions from patents (1976-2016). Predict the reactants needed to synthesize the given product. (1) Given the product [Cl:43][C:10]1[CH:11]=[C:12]([N:15]([C:20]2[C:39]([CH:40]3[CH2:42][CH2:41]3)=[CH:38][C:23]3[C:24]([C:34]([NH:36][CH3:37])=[O:35])=[C:25]([C:27]4[CH:28]=[CH:29][C:30]([F:33])=[CH:31][CH:32]=4)[O:26][C:22]=3[CH:21]=2)[S:16]([CH3:19])(=[O:18])=[O:17])[CH:13]=[CH:14][C:9]=1[OH:8], predict the reactants needed to synthesize it. The reactants are: C([O:8][C:9]1[CH:14]=[CH:13][C:12]([N:15]([C:20]2[C:39]([CH:40]3[CH2:42][CH2:41]3)=[CH:38][C:23]3[C:24]([C:34]([NH:36][CH3:37])=[O:35])=[C:25]([C:27]4[CH:32]=[CH:31][C:30]([F:33])=[CH:29][CH:28]=4)[O:26][C:22]=3[CH:21]=2)[S:16]([CH3:19])(=[O:18])=[O:17])=[CH:11][C:10]=1[Cl:43])C1C=CC=CC=1.B(Cl)(Cl)Cl.C(Cl)Cl. (2) Given the product [CH3:20][C:19]1[N:18]=[C:17]([C:14]2[C:13]3[C:8]([NH:7][CH:4]4[CH2:3][CH2:2][O:1][CH2:6][CH2:5]4)=[N:9][CH:10]=[CH:11][C:12]=3[NH:16][N:15]=2)[CH:22]=[CH:21][N:34]=1, predict the reactants needed to synthesize it. The reactants are: [O:1]1[CH2:6][CH2:5][CH:4]([NH:7][C:8]2[C:13]3[C:14]([C:17]4[CH:22]=[C:21](C(F)(F)F)[CH:20]=[CH:19][N:18]=4)=[N:15][NH:16][C:12]=3[CH:11]=[CH:10][N:9]=2)[CH2:3][CH2:2]1.COC1C=CC(C[N:34]2C3C=CN=C(NC4CCOCC4)C=3C([Sn](C)(C)C)=N2)=CC=1.ClC1C=CN=C(C)N=1.